Dataset: Reaction yield outcomes from USPTO patents with 853,638 reactions. Task: Predict the reaction yield, written as a fraction of the theoretical maximum amount of product (1.0 means a 100% yield; for example, 0.34 means a 34% yield). (1) The reactants are Cl[C:2]1[C:7]([CH3:8])=[N:6][C:5]([CH3:9])=[CH:4][N:3]=1.CC1(C)C(C)(C)OB([C:18]2[CH:23]=[CH:22][C:21]([N:24]([C:31]3[CH:36]=[CH:35][CH:34]=[CH:33][CH:32]=3)[C:25]3[CH:30]=[CH:29][CH:28]=[CH:27][CH:26]=3)=[CH:20][CH:19]=2)O1.C(=O)([O-])[O-].[Na+].[Na+]. The catalyst is C1C=CC(P(C2C=CC=CC=2)C2C=CC=CC=2)=CC=1.C1C=CC(P(C2C=CC=CC=2)C2C=CC=CC=2)=CC=1.Cl[Pd]Cl.O.C(#N)C. The product is [CH3:8][C:7]1[C:2]([C:34]2[CH:33]=[CH:32][C:31]([N:24]([C:25]3[CH:30]=[CH:29][CH:28]=[CH:27][CH:26]=3)[C:21]3[CH:22]=[CH:23][CH:18]=[CH:19][CH:20]=3)=[CH:36][CH:35]=2)=[N:3][CH:4]=[C:5]([CH3:9])[N:6]=1. The yield is 0.300. (2) The reactants are O[C:2]1[CH:3]=[C:4]([NH:8][C:9]2[N:14]=[C:13]([NH:15][C:16]3[CH:21]=[CH:20][CH:19]=[C:18](O)[CH:17]=3)[C:12]([F:23])=[CH:11][N:10]=2)[CH:5]=[CH:6][CH:7]=1.[CH2:24]([N:31]1[CH2:36][CH2:35][N:34](C2C=CC(N)=CC=2)[CH2:33][CH2:32]1)[C:25]1[CH:30]=[CH:29][CH:28]=[CH:27][CH:26]=1.Cl[C:45]1[N:50]=[C:49](Cl)[C:48](F)=[CH:47]N=1. The product is [CH2:49]([N:50]1[CH2:45][CH2:9][N:8]([C:7]2[CH:6]=[CH:5][C:4]([NH:8][C:9]3[N:14]=[C:13]([NH:15][C:16]4[CH:21]=[CH:20][C:19]([N:34]5[CH2:33][CH2:32][N:31]([CH2:24][C:25]6[CH:26]=[CH:27][CH:28]=[CH:29][CH:30]=6)[CH2:36][CH2:35]5)=[CH:18][CH:17]=4)[C:12]([F:23])=[CH:11][N:10]=3)=[CH:3][CH:2]=2)[CH2:4][CH2:3]1)[C:48]1[CH:47]=[CH:2][CH:7]=[CH:6][CH:5]=1. The yield is 0.640. No catalyst specified.